From a dataset of Reaction yield outcomes from USPTO patents with 853,638 reactions. Predict the reaction yield, written as a fraction of the theoretical maximum amount of product (1.0 means a 100% yield; for example, 0.34 means a 34% yield). (1) The reactants are [CH:1]1([CH2:6][C@H:7]([C:11]2[CH:16]=[CH:15][C:14]([Cl:17])=[C:13]([Cl:18])[CH:12]=2)[C:8]([OH:10])=O)[CH2:5][CH2:4][CH2:3][CH2:2]1.C(Cl)(=O)C(Cl)=O.C(N(CC)C(C)C)(C)C.[F:34][C:35]([F:44])([F:43])[C:36]1[CH:37]=[CH:38][C:39]([NH2:42])=[N:40][CH:41]=1. The catalyst is C(Cl)Cl.CN(C)C=O.O1CCCC1.O. The product is [CH:1]1([CH2:6][C@H:7]([C:11]2[CH:16]=[CH:15][C:14]([Cl:17])=[C:13]([Cl:18])[CH:12]=2)[C:8]([NH:42][C:39]2[CH:38]=[CH:37][C:36]([C:35]([F:43])([F:34])[F:44])=[CH:41][N:40]=2)=[O:10])[CH2:2][CH2:3][CH2:4][CH2:5]1. The yield is 0.260. (2) The reactants are [Cl:1][C:2]1[N:7]=[C:6]([NH2:8])[CH:5]=[C:4](Cl)[N:3]=1.[Cl:10][C:11]1[CH:12]=[CH:13][C:14]([O:20][CH3:21])=[C:15](B(O)O)[CH:16]=1.C1(P(C2C=CC=CC=2)C2C=CC=CC=2)C=CC=CC=1.C(=O)([O-])[O-].[Na+].[Na+].Cl. The catalyst is O.C(O)C.O1CCOCC1.C([O-])(=O)C.[Pd+2].C([O-])(=O)C.C(Cl)(Cl)Cl.CC(C)=O.C(COC)OC. The product is [Cl:1][C:2]1[N:7]=[C:6]([NH2:8])[CH:5]=[C:4]([C:13]2[CH:12]=[C:11]([Cl:10])[CH:16]=[CH:15][C:14]=2[O:20][CH3:21])[N:3]=1. The yield is 0.140. (3) The yield is 0.540. The catalyst is CCO.[Pd].CCOC(C)=O. The reactants are [F:1][C:2]1[CH:3]=[C:4]([C:14]2[CH2:17][CH:16]([C:18]([NH:20][CH2:21][CH:22]([CH3:24])[CH3:23])=[O:19])[CH:15]=2)[CH:5]=[CH:6][C:7]=1[CH2:8][N:9]1[CH2:13][CH2:12][CH2:11][CH2:10]1.[H][H]. The product is [CH2:21]([NH:20][C:18]([CH:16]1[CH2:17][CH:14]([C:4]2[CH:5]=[CH:6][C:7]([CH2:8][N:9]3[CH2:13][CH2:12][CH2:11][CH2:10]3)=[C:2]([F:1])[CH:3]=2)[CH2:15]1)=[O:19])[CH:22]([CH3:24])[CH3:23].